Task: Regression/Classification. Given a drug SMILES string, predict its absorption, distribution, metabolism, or excretion properties. Task type varies by dataset: regression for continuous measurements (e.g., permeability, clearance, half-life) or binary classification for categorical outcomes (e.g., BBB penetration, CYP inhibition). Dataset: cyp2c9_veith.. Dataset: CYP2C9 inhibition data for predicting drug metabolism from PubChem BioAssay The compound is CCc1cccc2c(-c3ccccc3)c3c(nc12)OCC3. The result is 1 (inhibitor).